Dataset: Forward reaction prediction with 1.9M reactions from USPTO patents (1976-2016). Task: Predict the product of the given reaction. (1) Given the reactants CC(OI1(OC(C)=O)(OC(C)=O)OC(=O)C2C=CC=CC1=2)=O.[C:23]([O:27][C:28]([N:30]1[CH2:34][C@@H:33]([OH:35])[C@H:32]([F:36])[CH2:31]1)=[O:29])([CH3:26])([CH3:25])[CH3:24], predict the reaction product. The product is: [C:23]([O:27][C:28]([N:30]1[CH2:34][C:33](=[O:35])[CH:32]([F:36])[CH2:31]1)=[O:29])([CH3:26])([CH3:24])[CH3:25]. (2) Given the reactants C[C:2]1[C:3](Cl)=[N:4][C:5]2[C:10]([CH:11]=1)=[CH:9][CH:8]=[CH:7][CH:6]=2.[NH2:13][C@@H:14]1[C@H:19]([F:20])[CH2:18][CH2:17][N:16]([C:21]([O:23][C:24]([CH3:27])([CH3:26])[CH3:25])=[O:22])[CH2:15]1.P([O-])([O-])([O-])=O.[K+].[K+].[K+], predict the reaction product. The product is: [F:20][C@@H:19]1[CH2:18][CH2:17][N:16]([C:21]([O:23][C:24]([CH3:26])([CH3:25])[CH3:27])=[O:22])[CH2:15][C@@H:14]1[NH:13][C:3]1[CH:2]=[CH:11][C:10]2[C:5](=[CH:6][CH:7]=[CH:8][CH:9]=2)[N:4]=1.